This data is from Full USPTO retrosynthesis dataset with 1.9M reactions from patents (1976-2016). The task is: Predict the reactants needed to synthesize the given product. (1) The reactants are: Br.C1COCC1.[Br:7][C:8]1[CH:13]=[CH:12][C:11]([C:14]2[CH:19]=[CH:18][C:17]([Br:20])=[CH:16][C:15]=2[CH2:21]O)=[C:10]([CH2:23][OH:24])[CH:9]=1. Given the product [Br:20][C:17]1[CH:18]=[CH:19][C:14]2[C:11]3[CH:12]=[CH:13][C:8]([Br:7])=[CH:9][C:10]=3[CH2:23][O:24][CH2:21][C:15]=2[CH:16]=1, predict the reactants needed to synthesize it. (2) Given the product [Cl:1][C:2]1[N:11]=[CH:10][C:9]([CH:12]=[O:15])=[CH:8][C:3]=1[C:4]([O:6][CH3:7])=[O:5], predict the reactants needed to synthesize it. The reactants are: [Cl:1][C:2]1[N:11]=[CH:10][C:9]([CH:12](Br)Br)=[CH:8][C:3]=1[C:4]([O:6][CH3:7])=[O:5].[OH2:15]. (3) Given the product [F:21][C:22]1[CH:23]=[C:24]([CH:36]=[C:37]([F:39])[CH:38]=1)[CH2:25][NH:26][C:27](=[O:35])[CH:28]([CH:32]([CH3:34])[CH3:33])[C:29]([NH:1][CH:2]1[C:3](=[O:20])[N:4]([CH3:19])[C:5]2[CH:18]=[CH:17][CH:16]=[CH:15][C:6]=2[C:7]([C:9]2[CH:14]=[CH:13][CH:12]=[CH:11][CH:10]=2)=[N:8]1)=[O:30], predict the reactants needed to synthesize it. The reactants are: [NH2:1][CH:2]1[N:8]=[C:7]([C:9]2[CH:14]=[CH:13][CH:12]=[CH:11][CH:10]=2)[C:6]2[CH:15]=[CH:16][CH:17]=[CH:18][C:5]=2[N:4]([CH3:19])[C:3]1=[O:20].[F:21][C:22]1[CH:23]=[C:24]([CH:36]=[C:37]([F:39])[CH:38]=1)[CH2:25][NH:26][C:27](=[O:35])[CH:28]([CH:32]([CH3:34])[CH3:33])[C:29](O)=[O:30]. (4) Given the product [CH2:22]([N:11]1[C:10]2[CH:12]=[CH:13][CH:14]=[CH:15][C:9]=2[N:8]=[C:7]1[C:2]1[CH:3]=[CH:4][CH:5]=[CH:6][N:1]=1)[C:23]1[CH:28]=[CH:27][CH:26]=[CH:25][CH:24]=1, predict the reactants needed to synthesize it. The reactants are: [N:1]1[CH:6]=[CH:5][CH:4]=[CH:3][C:2]=1[C:7]1[NH:8][C:9]2[CH:15]=[CH:14][CH:13]=[CH:12][C:10]=2[N:11]=1.C(=O)([O-])[O-].[K+].[K+].[CH2:22](Cl)[C:23]1[CH:28]=[CH:27][CH:26]=[CH:25][CH:24]=1. (5) Given the product [C@H:23]1([NH:22][C:2]2[CH:11]=[CH:10][C:9]3[C:4](=[CH:5][CH:6]=[C:7]([O:12][CH2:13][C:14]4[CH:19]=[CH:18][CH:17]=[C:16]([O:20][CH3:21])[CH:15]=4)[CH:8]=3)[N:3]=2)[C:31]2[C:26](=[CH:27][CH:28]=[CH:29][CH:30]=2)[CH2:25][CH2:24]1, predict the reactants needed to synthesize it. The reactants are: Cl[C:2]1[CH:11]=[CH:10][C:9]2[C:4](=[CH:5][CH:6]=[C:7]([O:12][CH2:13][C:14]3[CH:19]=[CH:18][CH:17]=[C:16]([O:20][CH3:21])[CH:15]=3)[CH:8]=2)[N:3]=1.[NH2:22][C@H:23]1[C:31]2[C:26](=[CH:27][CH:28]=[CH:29][CH:30]=2)[CH2:25][CH2:24]1.